Dataset: Forward reaction prediction with 1.9M reactions from USPTO patents (1976-2016). Task: Predict the product of the given reaction. (1) Given the reactants [Cl:1][C:2]1[CH:10]=[C:9]2[C:5]([C:6]([C:11]([N:13]3[CH2:18][CH2:17][C:16]4([C:22]5[CH:23]=[CH:24][CH:25]=[CH:26][C:21]=5[CH2:20][O:19]4)[CH2:15][CH2:14]3)=[O:12])=[CH:7][NH:8]2)=[CH:4][CH:3]=1.[CH2:27]([N:34]1[CH2:39][CH2:38][O:37][CH:36]([CH2:40]Cl)[CH2:35]1)[C:28]1[CH:33]=[CH:32][CH:31]=[CH:30][CH:29]=1, predict the reaction product. The product is: [CH2:27]([N:34]1[CH2:39][CH2:38][O:37][CH:36]([CH2:40][N:8]2[C:9]3[C:5](=[CH:4][CH:3]=[C:2]([Cl:1])[CH:10]=3)[C:6]([C:11]([N:13]3[CH2:18][CH2:17][C:16]4([C:22]5[CH:23]=[CH:24][CH:25]=[CH:26][C:21]=5[CH2:20][O:19]4)[CH2:15][CH2:14]3)=[O:12])=[CH:7]2)[CH2:35]1)[C:28]1[CH:29]=[CH:30][CH:31]=[CH:32][CH:33]=1. (2) Given the reactants [CH2:1]([S:3][C:4]([CH:6]1[CH2:15][C:14]2[C:9](=[CH:10][CH:11]=[C:12]([C:16]3[CH:21]=[CH:20][C:19]([C:22]([F:25])([F:24])[F:23])=[CH:18][CH:17]=3)[CH:13]=2)[N:8](C(OC(C)(C)C)=O)[C:7]1=[O:33])=[O:5])[CH3:2].FC(F)(F)C(O)=O, predict the reaction product. The product is: [O:33]=[C:7]1[CH:6]([C:4](=[O:5])[S:3][CH2:1][CH3:2])[CH2:15][C:14]2[C:9](=[CH:10][CH:11]=[C:12]([C:16]3[CH:21]=[CH:20][C:19]([C:22]([F:25])([F:23])[F:24])=[CH:18][CH:17]=3)[CH:13]=2)[NH:8]1.